This data is from Catalyst prediction with 721,799 reactions and 888 catalyst types from USPTO. The task is: Predict which catalyst facilitates the given reaction. (1) Reactant: [C:1]([OH:6])(=[O:5])[C:2]([OH:4])=[O:3].[N+:7]([O-:10])([OH:9])=[O:8]. Product: [C:1]([OH:6])(=[O:5])[C:2]([OH:4])=[O:3].[N+:7]([O-:10])([OH:9])=[O:8]. The catalyst class is: 6. (2) Reactant: [Cl:1][C:2]1[CH:10]=[C:9]2[C:5]([C:6]([CH2:18][C:19]3[CH:24]=[CH:23][CH:22]=[C:21]([Cl:25])[CH:20]=3)([CH:12]3[CH2:17][CH2:16][CH2:15][NH:14][CH2:13]3)[C:7](=[O:11])[NH:8]2)=[CH:4][CH:3]=1.C(N(CC)CC)C.[F:33][C:34]1[CH:39]=[CH:38][C:37]([N:40]=[C:41]=[O:42])=[CH:36][CH:35]=1. Product: [F:33][C:34]1[CH:39]=[CH:38][C:37]([NH:40][C:41]([N:14]2[CH2:15][CH2:16][CH2:17][CH:12]([C:6]3([CH2:18][C:19]4[CH:24]=[CH:23][CH:22]=[C:21]([Cl:25])[CH:20]=4)[C:5]4[C:9](=[CH:10][C:2]([Cl:1])=[CH:3][CH:4]=4)[NH:8][C:7]3=[O:11])[CH2:13]2)=[O:42])=[CH:36][CH:35]=1. The catalyst class is: 4. (3) Reactant: [F:1][C:2]1[CH:3]=[C:4]([NH:9][C:10]([NH:12][C:13](=[O:22])[CH2:14][C:15]2[CH:20]=[CH:19][C:18]([F:21])=[CH:17][CH:16]=2)=[S:11])[CH:5]=[CH:6][C:7]=1[OH:8].[C:23]([O:29][C:30]1[C:31]([CH3:40])=[C:32]2[N:37]([CH:38]=1)[N:36]=[CH:35][N:34]=[C:33]2Cl)(=[O:28])[C:24]([CH3:27])([CH3:26])[CH3:25].N12CCN(CC1)CC2. Product: [C:23]([O:29][C:30]1[C:31]([CH3:40])=[C:32]2[N:37]([CH:38]=1)[N:36]=[CH:35][N:34]=[C:33]2[O:8][C:7]1[CH:6]=[CH:5][C:4]([NH:9][C:10]([NH:12][C:13](=[O:22])[CH2:14][C:15]2[CH:16]=[CH:17][C:18]([F:21])=[CH:19][CH:20]=2)=[S:11])=[CH:3][C:2]=1[F:1])(=[O:28])[C:24]([CH3:27])([CH3:26])[CH3:25]. The catalyst class is: 23. (4) Reactant: [NH2:1][C:2]1[C:6]([CH2:7][C:8]2[CH:13]=[CH:12][CH:11]=[C:10]([Cl:14])[C:9]=2[Cl:15])=[C:5]([OH:16])[NH:4][N:3]=1.[C:17]1(=O)[C:25]2[C:20](=[CH:21][CH:22]=[CH:23][CH:24]=2)[C:19](=[O:26])[O:18]1. Product: [Cl:15][C:9]1[C:10]([Cl:14])=[CH:11][CH:12]=[CH:13][C:8]=1[CH2:7][C:6]1[C:5]([OH:16])=[N:4][NH:3][C:2]=1[N:1]1[C:17](=[O:18])[C:25]2[C:20](=[CH:21][CH:22]=[CH:23][CH:24]=2)[C:19]1=[O:26]. The catalyst class is: 15. (5) Reactant: [Li+].C[Si]([N-][Si](C)(C)C)(C)C.[CH3:11][CH:12]1[CH2:17][N:16]([C:18]2[S:19][C:20]3[C:25](=[O:26])[N:24]=[CH:23][NH:22][C:21]=3[N:27]=2)[CH2:15][CH2:14][O:13]1.Br[CH2:29][C:30]1[CH:35]=[CH:34][CH:33]=[C:32]([Cl:36])[C:31]=1[Cl:37]. Product: [Cl:37][C:31]1[C:32]([Cl:36])=[CH:33][CH:34]=[CH:35][C:30]=1[CH2:29][N:22]1[C:21]2[N:27]=[C:18]([N:16]3[CH2:15][CH2:14][O:13][CH:12]([CH3:11])[CH2:17]3)[S:19][C:20]=2[C:25](=[O:26])[N:24]=[CH:23]1. The catalyst class is: 1.